Dataset: Full USPTO retrosynthesis dataset with 1.9M reactions from patents (1976-2016). Task: Predict the reactants needed to synthesize the given product. (1) Given the product [F:13][C:14]1[CH:20]=[CH:19][CH:18]=[CH:17][C:15]=1[NH:16][C:1](=[O:4])[CH:2]=[CH2:3], predict the reactants needed to synthesize it. The reactants are: [C:1](Cl)(=[O:4])[CH:2]=[CH2:3].OP([O-])([O-])=O.[Na+].[Na+].[F:13][C:14]1[CH:20]=[CH:19][CH:18]=[CH:17][C:15]=1[NH2:16]. (2) Given the product [O:1]1[CH:5]=[CH:4][CH:3]=[C:2]1[C:6]([N:24]1[CH2:25][CH2:26][N:21]([C:13]2[C:14]3[C:19](=[CH:18][CH:17]=[C:16]([CH3:20])[CH:15]=3)[N:10]([CH3:9])[C:11](=[O:29])[C:12]=2[C:27]#[N:28])[CH2:22][CH2:23]1)=[O:7], predict the reactants needed to synthesize it. The reactants are: [O:1]1[CH:5]=[CH:4][CH:3]=[C:2]1[C:6](Cl)=[O:7].[CH3:9][N:10]1[C:19]2[C:14](=[CH:15][C:16]([CH3:20])=[CH:17][CH:18]=2)[C:13]([N:21]2[CH2:26][CH2:25][NH:24][CH2:23][CH2:22]2)=[C:12]([C:27]#[N:28])[C:11]1=[O:29]. (3) Given the product [CH:1]1([CH:7]2[CH2:19][C:18]3[C:17]4[C:12](=[CH:13][CH:14]=[C:15]([C:20]([N:22]5[CH2:27][CH2:26][CH:25]([CH3:28])[CH2:24][CH2:23]5)=[O:21])[CH:16]=4)[N:11]([S:33]([CH2:31][CH3:32])(=[O:35])=[O:34])[C:10]=3[CH2:9][CH2:8]2)[CH2:2][CH2:3][CH2:4][CH2:5][CH2:6]1, predict the reactants needed to synthesize it. The reactants are: [CH:1]1([CH:7]2[CH2:19][C:18]3[C:17]4[C:12](=[CH:13][CH:14]=[C:15]([C:20]([N:22]5[CH2:27][CH2:26][CH:25]([CH3:28])[CH2:24][CH2:23]5)=[O:21])[CH:16]=4)[NH:11][C:10]=3[CH2:9][CH2:8]2)[CH2:6][CH2:5][CH2:4][CH2:3][CH2:2]1.[H-].[Na+].[CH2:31]([S:33](Cl)(=[O:35])=[O:34])[CH3:32]. (4) Given the product [CH2:12]([O:19][C:20]1[CH:25]=[CH:24][C:23]([N+:26]([O-:28])=[O:27])=[C:22]([CH:21]=1)[O:9][CH2:1][C:2]1([CH3:5])[CH2:3][O:4]1)[C:13]1[CH:18]=[CH:17][CH:16]=[CH:15][CH:14]=1, predict the reactants needed to synthesize it. The reactants are: [CH3:1][C:2]([CH3:5])([O-:4])[CH3:3].[K+].C1[O:9]C1CO.[CH2:12]([O:19][C:20]1[CH:25]=[CH:24][C:23]([N+:26]([O-:28])=[O:27])=[C:22](F)[CH:21]=1)[C:13]1[CH:18]=[CH:17][CH:16]=[CH:15][CH:14]=1.O. (5) Given the product [F:28][C:21]1[CH:22]=[CH:23][C:24]([F:26])=[CH:25][C:20]=1[C:12]1[C:13]2[CH2:14][N:15]([CH3:19])[CH2:16][CH2:17][C:18]=2[N:10]([C:8]([NH:7][C@@H:3]([C:2]([CH3:30])([CH3:29])[CH3:1])[C:4]([OH:6])=[O:5])=[O:9])[N:11]=1, predict the reactants needed to synthesize it. The reactants are: [CH3:1][C:2]([CH3:30])([CH3:29])[C@H:3]([NH:7][C:8]([N:10]1[C:18]2[CH2:17][CH2:16][N:15]([CH3:19])[CH2:14][C:13]=2[C:12]([C:20]2[CH:25]=[C:24]([F:26])[C:23](F)=[CH:22][C:21]=2[F:28])=[N:11]1)=[O:9])[C:4]([OH:6])=[O:5].FC1C=CC(F)=CC=1C(Cl)=O. (6) Given the product [C:1]1([CH3:29])[CH:6]=[CH:5][C:4]([C:7]2[N:8]=[C:9]3[CH2:23][CH2:22][CH2:21][N:20]([CH2:24][CH2:25][CH2:26]/[CH:27]=[C:34]4\[C:33](=[O:35])[NH:32][C:31](=[O:36])[S:30]\4)[C:10]3=[N:11][C:12]=2[C:13]2[CH:18]=[CH:17][C:16]([CH3:19])=[CH:15][CH:14]=2)=[CH:3][CH:2]=1, predict the reactants needed to synthesize it. The reactants are: [C:1]1([CH3:29])[CH:6]=[CH:5][C:4]([C:7]2[N:8]=[C:9]3[CH2:23][CH2:22][CH2:21][N:20]([CH2:24][CH2:25][CH2:26][CH:27]=O)[C:10]3=[N:11][C:12]=2[C:13]2[CH:18]=[CH:17][C:16]([CH3:19])=[CH:15][CH:14]=2)=[CH:3][CH:2]=1.[S:30]1[CH2:34][C:33](=[O:35])[NH:32][C:31]1=[O:36].N1CCCCC1.Cl. (7) Given the product [Br:1][C:2]1[C:3](/[C:8](/[C:10]2[CH:15]=[CH:14][C:13]([O:16][C:17]([F:20])([F:19])[F:18])=[C:12]([F:21])[CH:11]=2)=[N:28]/[S@@:26]([C:23]([CH3:25])([CH3:24])[CH3:22])=[O:27])=[N:4][CH:5]=[CH:6][CH:7]=1, predict the reactants needed to synthesize it. The reactants are: [Br:1][C:2]1[C:3]([C:8]([C:10]2[CH:15]=[CH:14][C:13]([O:16][C:17]([F:20])([F:19])[F:18])=[C:12]([F:21])[CH:11]=2)=O)=[N:4][CH:5]=[CH:6][CH:7]=1.[CH3:22][C:23]([S@:26]([NH2:28])=[O:27])([CH3:25])[CH3:24].